Dataset: Reaction yield outcomes from USPTO patents with 853,638 reactions. Task: Predict the reaction yield, written as a fraction of the theoretical maximum amount of product (1.0 means a 100% yield; for example, 0.34 means a 34% yield). (1) The reactants are [NH2:1][C:2]1[CH:11]=[CH:10][C:5]([C:6]([O:8][CH3:9])=[O:7])=[CH:4][CH:3]=1.[I:12]Cl. The catalyst is CC(O)=O. The product is [NH2:1][C:2]1[CH:3]=[CH:4][C:5]([C:6]([O:8][CH3:9])=[O:7])=[CH:10][C:11]=1[I:12]. The yield is 0.750. (2) The reactants are [CH:1]1[C:13]2[CH:12]([CH2:14][O:15][C:16]([NH:18][C@H:19]([C@H:23]([OH:25])[CH3:24])[C:20](O)=[O:21])=[O:17])[C:11]3[C:6](=[CH:7][CH:8]=[CH:9][CH:10]=3)[C:5]=2[CH:4]=[CH:3][CH:2]=1.Cl.[F:27][CH:28]1[CH2:31][NH:30][CH2:29]1.CN(C(ON1N=NC2C=CC=NC1=2)=[N+](C)C)C.F[P-](F)(F)(F)(F)F.C(N(CC)C(C)C)(C)C.CN1CCOCC1. The catalyst is C(#N)C. The product is [CH:10]1[C:11]2[CH:12]([CH2:14][O:15][C:16](=[O:17])[NH:18][C@@H:19]([C:20]([N:30]3[CH2:31][CH:28]([F:27])[CH2:29]3)=[O:21])[C@H:23]([OH:25])[CH3:24])[C:13]3[C:5](=[CH:4][CH:3]=[CH:2][CH:1]=3)[C:6]=2[CH:7]=[CH:8][CH:9]=1. The yield is 0.520. (3) The reactants are [OH:1][N:2]=[C:3]([C:15]1[C:19]([NH:20][CH2:21][CH2:22][O:23][CH3:24])=[N:18][O:17][N:16]=1)[NH:4][C:5]1[CH:10]=[CH:9][CH:8]=[C:7]([C:11]([F:14])([F:13])[F:12])[CH:6]=1.[C:25](N1C=CN=C1)(N1C=CN=C1)=[O:26]. The catalyst is C(OCC)(=O)C. The product is [CH3:24][O:23][CH2:22][CH2:21][NH:20][C:19]1[C:15]([C:3]2[N:4]([C:5]3[CH:10]=[CH:9][CH:8]=[C:7]([C:11]([F:13])([F:14])[F:12])[CH:6]=3)[C:25](=[O:26])[O:1][N:2]=2)=[N:16][O:17][N:18]=1. The yield is 0.900. (4) The reactants are [Cl-].O[NH3+:3].[C:4](=[O:7])([O-])[OH:5].[Na+].CS(C)=O.[CH2:13]([C:17]1[N:18]=[C:19]([CH3:47])[N:20]([C:39]2[CH:44]=[CH:43][CH:42]=[C:41]([CH:45]=[CH2:46])[CH:40]=2)[C:21](=[O:38])[C:22]=1[CH2:23][C:24]1[CH:29]=[CH:28][C:27]([C:30]2[C:31]([C:36]#[N:37])=[CH:32][CH:33]=[CH:34][CH:35]=2)=[CH:26][CH:25]=1)[CH2:14][CH2:15][CH3:16]. The yield is 0.400. The catalyst is O.C(OCC)(=O)C. The product is [CH2:13]([C:17]1[N:18]=[C:19]([CH3:47])[N:20]([C:39]2[CH:44]=[CH:43][CH:42]=[C:41]([CH:45]=[CH2:46])[CH:40]=2)[C:21](=[O:38])[C:22]=1[CH2:23][C:24]1[CH:29]=[CH:28][C:27]([C:30]2[CH:35]=[CH:34][CH:33]=[CH:32][C:31]=2[C:36]2[NH:3][C:4](=[O:7])[O:5][N:37]=2)=[CH:26][CH:25]=1)[CH2:14][CH2:15][CH3:16].